This data is from NCI-60 drug combinations with 297,098 pairs across 59 cell lines. The task is: Regression. Given two drug SMILES strings and cell line genomic features, predict the synergy score measuring deviation from expected non-interaction effect. (1) Drug 1: CCC1(CC2CC(C3=C(CCN(C2)C1)C4=CC=CC=C4N3)(C5=C(C=C6C(=C5)C78CCN9C7C(C=CC9)(C(C(C8N6C=O)(C(=O)OC)O)OC(=O)C)CC)OC)C(=O)OC)O.OS(=O)(=O)O. Drug 2: C1=NNC2=C1C(=O)NC=N2. Cell line: T-47D. Synergy scores: CSS=-1.67, Synergy_ZIP=1.37, Synergy_Bliss=-0.731, Synergy_Loewe=-2.31, Synergy_HSA=-3.52. (2) Synergy scores: CSS=1.30, Synergy_ZIP=2.84, Synergy_Bliss=2.99, Synergy_Loewe=0.00923, Synergy_HSA=-0.968. Drug 2: CC(C)(C#N)C1=CC(=CC(=C1)CN2C=NC=N2)C(C)(C)C#N. Cell line: SK-OV-3. Drug 1: C1=CC=C(C=C1)NC(=O)CCCCCCC(=O)NO. (3) Drug 1: CC1OCC2C(O1)C(C(C(O2)OC3C4COC(=O)C4C(C5=CC6=C(C=C35)OCO6)C7=CC(=C(C(=C7)OC)O)OC)O)O. Drug 2: C1CCC(CC1)NC(=O)N(CCCl)N=O. Cell line: SF-268. Synergy scores: CSS=37.0, Synergy_ZIP=6.61, Synergy_Bliss=8.77, Synergy_Loewe=7.44, Synergy_HSA=11.5. (4) Drug 1: CC1=CC2C(CCC3(C2CCC3(C(=O)C)OC(=O)C)C)C4(C1=CC(=O)CC4)C. Drug 2: C1C(C(OC1N2C=NC3=C(N=C(N=C32)Cl)N)CO)O. Cell line: SK-MEL-5. Synergy scores: CSS=-6.49, Synergy_ZIP=5.49, Synergy_Bliss=3.66, Synergy_Loewe=-8.31, Synergy_HSA=-6.44. (5) Drug 1: C(=O)(N)NO. Drug 2: COC1=NC(=NC2=C1N=CN2C3C(C(C(O3)CO)O)O)N. Cell line: HCT-15. Synergy scores: CSS=2.36, Synergy_ZIP=5.29, Synergy_Bliss=-0.718, Synergy_Loewe=-1.08, Synergy_HSA=-1.76. (6) Drug 1: CC1CCC2CC(C(=CC=CC=CC(CC(C(=O)C(C(C(=CC(C(=O)CC(OC(=O)C3CCCCN3C(=O)C(=O)C1(O2)O)C(C)CC4CCC(C(C4)OC)OCCO)C)C)O)OC)C)C)C)OC. Drug 2: C1=NC2=C(N1)C(=S)N=CN2. Cell line: OVCAR-5. Synergy scores: CSS=35.1, Synergy_ZIP=-6.79, Synergy_Bliss=0.357, Synergy_Loewe=3.59, Synergy_HSA=4.03.